This data is from Catalyst prediction with 721,799 reactions and 888 catalyst types from USPTO. The task is: Predict which catalyst facilitates the given reaction. (1) Reactant: [CH3:1][C:2]1[O:6][C:5]([C:7]2[CH:12]=[CH:11][CH:10]=[CH:9][CH:8]=2)=[N:4][C:3]=1[CH2:13][O:14][C:15]1[CH:47]=[CH:46][C:18]2[C:19]([C:40]3[CH:45]=[CH:44][CH:43]=[CH:42][CH:41]=3)=[C:20]([CH2:22][O:23][C:24]3[C:28]([C:29]([O:31]CC)=[O:30])=[CH:27][N:26]([C:34]4[CH:39]=[CH:38][CH:37]=[CH:36][CH:35]=4)[N:25]=3)[O:21][C:17]=2[CH:16]=1.O1CCCC1.[OH-].[Na+].Cl. Product: [CH3:1][C:2]1[O:6][C:5]([C:7]2[CH:8]=[CH:9][CH:10]=[CH:11][CH:12]=2)=[N:4][C:3]=1[CH2:13][O:14][C:15]1[CH:47]=[CH:46][C:18]2[C:19]([C:40]3[CH:41]=[CH:42][CH:43]=[CH:44][CH:45]=3)=[C:20]([CH2:22][O:23][C:24]3[C:28]([C:29]([OH:31])=[O:30])=[CH:27][N:26]([C:34]4[CH:35]=[CH:36][CH:37]=[CH:38][CH:39]=4)[N:25]=3)[O:21][C:17]=2[CH:16]=1. The catalyst class is: 97. (2) Reactant: Br[C:2]1[CH:11]=[C:10]([F:12])[CH:9]=[CH:8][C:3]=1[C:4]([O:6][CH3:7])=[O:5].[C:13]1([OH:19])[CH:18]=[CH:17][CH:16]=[CH:15][CH:14]=1.C(=O)([O-])[O-].[Cs+].[Cs+].C(OCC)(=O)C. Product: [F:12][C:10]1[CH:9]=[CH:8][C:3]([C:4]([O:6][CH3:7])=[O:5])=[C:2]([O:19][C:13]2[CH:18]=[CH:17][CH:16]=[CH:15][CH:14]=2)[CH:11]=1. The catalyst class is: 11.